From a dataset of Peptide-MHC class I binding affinity with 185,985 pairs from IEDB/IMGT. Regression. Given a peptide amino acid sequence and an MHC pseudo amino acid sequence, predict their binding affinity value. This is MHC class I binding data. (1) The peptide sequence is TPSVKVCIV. The MHC is HLA-B15:17 with pseudo-sequence HLA-B15:17. The binding affinity (normalized) is 0.0847. (2) The peptide sequence is TVIYRGTTF. The MHC is HLA-A02:19 with pseudo-sequence HLA-A02:19. The binding affinity (normalized) is 0.0847. (3) The peptide sequence is FVFEATKLY. The MHC is HLA-B08:02 with pseudo-sequence HLA-B08:02. The binding affinity (normalized) is 0.0847. (4) The peptide sequence is FYTRVLKPS. The MHC is HLA-A02:01 with pseudo-sequence HLA-A02:01. The binding affinity (normalized) is 0. (5) The peptide sequence is QQWNFAGIEA. The MHC is HLA-A11:01 with pseudo-sequence HLA-A11:01. The binding affinity (normalized) is 0.126.